From a dataset of Full USPTO retrosynthesis dataset with 1.9M reactions from patents (1976-2016). Predict the reactants needed to synthesize the given product. (1) The reactants are: [CH:1]([NH:14][C:15]1[CH:20]=[CH:19][C:18]([Cl:21])=[CH:17][C:16]=1I)([C:8]1[CH:13]=[CH:12][CH:11]=[CH:10][CH:9]=1)[C:2]1[CH:7]=[CH:6][CH:5]=[CH:4][CH:3]=1.C(N(CC)CC)C.[CH2:30]([N:34]1[C:42](=[O:43])[C:41]2[C:36](=[CH:37][CH:38]=[CH:39][CH:40]=2)[C:35]1=[O:44])[CH2:31][C:32]#[CH:33].O. Given the product [CH:1]([NH:14][C:15]1[CH:20]=[CH:19][C:18]([Cl:21])=[CH:17][C:16]=1[C:33]#[C:32][CH2:31][CH2:30][N:34]1[C:42](=[O:43])[C:41]2[C:36](=[CH:37][CH:38]=[CH:39][CH:40]=2)[C:35]1=[O:44])([C:8]1[CH:13]=[CH:12][CH:11]=[CH:10][CH:9]=1)[C:2]1[CH:7]=[CH:6][CH:5]=[CH:4][CH:3]=1, predict the reactants needed to synthesize it. (2) Given the product [C:12]([N:11]=[C:10]([N:5]1[CH2:6][CH2:7][CH:2]([OH:1])[CH2:3][CH2:4]1)[S:9][CH3:8])#[N:13], predict the reactants needed to synthesize it. The reactants are: [OH:1][CH:2]1[CH2:7][CH2:6][NH:5][CH2:4][CH2:3]1.[CH3:8][S:9][C:10](SC)=[N:11][C:12]#[N:13].